This data is from Catalyst prediction with 721,799 reactions and 888 catalyst types from USPTO. The task is: Predict which catalyst facilitates the given reaction. (1) The catalyst class is: 676. Reactant: [CH3:1][N:2]([CH2:13][C:14]1[N:15]=[C:16]2[CH:21]=[CH:20][CH:19]=[C:18]([N:22]3[CH2:27][CH2:26][N:25]([CH3:28])[CH2:24][CH2:23]3)[N:17]2[CH:29]=1)[C@@H:3]1[C:12]2[N:11]=[CH:10][CH:9]=[CH:8][C:7]=2[CH2:6][CH2:5][CH2:4]1.[CH2:30]=[O:31]. Product: [CH3:28][N:25]1[CH2:24][CH2:23][N:22]([C:18]2[N:17]3[C:29]([CH2:30][OH:31])=[C:14]([CH2:13][N:2]([CH3:1])[C@@H:3]4[C:12]5[N:11]=[CH:10][CH:9]=[CH:8][C:7]=5[CH2:6][CH2:5][CH2:4]4)[N:15]=[C:16]3[CH:21]=[CH:20][CH:19]=2)[CH2:27][CH2:26]1. (2) Reactant: N[C@H:2]([C:10]([OH:12])=[O:11])[CH2:3][C:4]1[CH:9]=[CH:8][CH:7]=[CH:6][CH:5]=1.S(=O)(=O)(O)[OH:14].N([O-])=O.[Na+]. Product: [OH:14][C@@H:2]([CH2:3][C:4]1[CH:9]=[CH:8][CH:7]=[CH:6][CH:5]=1)[C:10]([OH:12])=[O:11]. The catalyst class is: 6. (3) Reactant: Br[C:2]1[CH:3]=[C:4]([C:8](=[O:10])[CH3:9])[CH:5]=[CH:6][CH:7]=1.[C:11]1(B(O)O)[CH:16]=[CH:15][CH:14]=[CH:13][CH:12]=1. The catalyst class is: 128. Product: [C:2]1([C:11]2[CH:16]=[CH:15][CH:14]=[CH:13][CH:12]=2)[CH:7]=[CH:6][CH:5]=[C:4]([C:8](=[O:10])[CH3:9])[CH:3]=1. (4) Reactant: Cl[CH2:2][CH2:3][CH2:4][CH2:5][CH2:6][O:7][C:8]1[CH:9]=[C:10]([CH:14]([O:24][CH:25]2[CH2:30][CH2:29][N:28]([CH3:31])[CH2:27][CH2:26]2)[C:15]2[S:16][C:17]3[CH:23]=[CH:22][CH:21]=[CH:20][C:18]=3[N:19]=2)[CH:11]=[CH:12][CH:13]=1.[N-:32]=[N+:33]=[N-:34].[Na+].O. Product: [N:32]([CH2:2][CH2:3][CH2:4][CH2:5][CH2:6][O:7][C:8]1[CH:9]=[C:10]([CH:14]([O:24][CH:25]2[CH2:30][CH2:29][N:28]([CH3:31])[CH2:27][CH2:26]2)[C:15]2[S:16][C:17]3[CH:23]=[CH:22][CH:21]=[CH:20][C:18]=3[N:19]=2)[CH:11]=[CH:12][CH:13]=1)=[N+:33]=[N-:34]. The catalyst class is: 16. (5) Reactant: [C:1]([O:5][C:6]([N:8]1[C:21]2[C:13](=[CH:14][C:15]3[CH2:16][O:17][CH2:18][C:19]=3[CH:20]=2)[C@@H:12]([N:22]([CH2:28][C:29]2[CH:34]=[C:33]([C:35]([F:38])([F:37])[F:36])[CH:32]=[C:31]([C:39]([F:42])([F:41])[F:40])[CH:30]=2)[C:23]2[N:24]=[N:25][NH:26][N:27]=2)[CH2:11][CH2:10][CH2:9]1)=[O:7])([CH3:4])([CH3:3])[CH3:2].CO.[C:45]1(P(C2C=CC=CC=2)C2C=CC=CC=2)C=CC=CC=1.N(C(OCC)=O)=NC(OCC)=O. Product: [C:1]([O:5][C:6]([N:8]1[C:21]2[C:13](=[CH:14][C:15]3[CH2:16][O:17][CH2:18][C:19]=3[CH:20]=2)[C@@H:12]([N:22]([CH2:28][C:29]2[CH:30]=[C:31]([C:39]([F:40])([F:41])[F:42])[CH:32]=[C:33]([C:35]([F:36])([F:37])[F:38])[CH:34]=2)[C:23]2[N:24]=[N:25][N:26]([CH3:45])[N:27]=2)[CH2:11][CH2:10][CH2:9]1)=[O:7])([CH3:4])([CH3:2])[CH3:3]. The catalyst class is: 4. (6) Reactant: [OH:1][C@H:2]([C:20]1[CH:21]=[CH:22][C:23]([NH:26]C(=O)C)=[N:24][CH:25]=1)[CH2:3][NH:4][CH2:5][CH2:6][O:7][C:8]1[CH:13]=[CH:12][C:11]([C:14]2[N:15]=[C:16]([CH3:19])[S:17][CH:18]=2)=[CH:10][CH:9]=1.[OH-].[Na+]. Product: [NH2:26][C:23]1[N:24]=[CH:25][C:20]([C@@H:2]([OH:1])[CH2:3][NH:4][CH2:5][CH2:6][O:7][C:8]2[CH:13]=[CH:12][C:11]([C:14]3[N:15]=[C:16]([CH3:19])[S:17][CH:18]=3)=[CH:10][CH:9]=2)=[CH:21][CH:22]=1. The catalyst class is: 40. (7) Reactant: [N:1]([C@H:4]([C@H:14]1[O:18][C:17](=[O:19])[C@H:16]([CH:20]([CH3:22])[CH3:21])[CH2:15]1)[CH2:5][O:6]CC1C=CC=CC=1)=[N+]=[N-].[ClH:23].O1CCOCC1.[H][H]. Product: [ClH:23].[NH2:1][C@H:4]([C@H:14]1[O:18][C:17](=[O:19])[C@H:16]([CH:20]([CH3:22])[CH3:21])[CH2:15]1)[CH2:5][OH:6]. The catalyst class is: 178. (8) Reactant: FC(F)(F)C([N:5]1[CH2:11][CH:10]([CH2:12]C)[C:9]2[CH:14]=[C:15]([Br:26])[C:16]([O:18][CH2:19][C:20]3[CH:25]=[CH:24][CH:23]=[CH:22][CH:21]=3)=[CH:17][C:8]=2[CH2:7][CH2:6]1)=O.[OH-].[Na+]. Product: [CH2:19]([O:18][C:16]1[C:15]([Br:26])=[CH:14][C:9]2[CH:10]([CH3:12])[CH2:11][NH:5][CH2:6][CH2:7][C:8]=2[CH:17]=1)[C:20]1[CH:21]=[CH:22][CH:23]=[CH:24][CH:25]=1. The catalyst class is: 24. (9) Reactant: ClC[NH:3][C:4]1[N:9]=[C:8]([S:10][CH3:11])[N:7]=[CH:6][N:5]=1.[Cl:12][C:13]1[CH:14]=[C:15]([CH:17]=[CH:18][CH:19]=1)[NH2:16].[CH:20](N(CC)C(C)C)(C)C. Product: [Cl:12][C:13]1[CH:14]=[C:15]([NH:16][CH2:20][C:6]2[N:7]=[C:8]([S:10][CH3:11])[N:9]=[C:4]([NH2:3])[N:5]=2)[CH:17]=[CH:18][CH:19]=1. The catalyst class is: 7.